This data is from Catalyst prediction with 721,799 reactions and 888 catalyst types from USPTO. The task is: Predict which catalyst facilitates the given reaction. (1) Reactant: [NH2:1][C:2]1[CH:7]=[CH:6][C:5]([CH:8]([C:13]([O:15][CH3:16])=[O:14])[C:9]([O:11][CH3:12])=[O:10])=[C:4]([F:17])[CH:3]=1.N1C=CC=CC=1.Cl[C:25]([O:27][C:28]1[CH:33]=[CH:32][CH:31]=[CH:30][CH:29]=1)=[O:26]. The catalyst class is: 21. Product: [F:17][C:4]1[CH:3]=[C:2]([NH:1][C:25]([O:27][C:28]2[CH:33]=[CH:32][CH:31]=[CH:30][CH:29]=2)=[O:26])[CH:7]=[CH:6][C:5]=1[CH:8]([C:9]([O:11][CH3:12])=[O:10])[C:13]([O:15][CH3:16])=[O:14]. (2) Product: [Br:18][C:2]1[CH:3]=[C:4]([CH:8]=[C:9]([N+:11]([O-:13])=[O:12])[CH:10]=1)[C:5]([OH:7])=[O:6]. The catalyst class is: 6. Reactant: N[C:2]1[CH:3]=[C:4]([CH:8]=[C:9]([N+:11]([O-:13])=[O:12])[CH:10]=1)[C:5]([OH:7])=[O:6].N([O-])=O.[Na+].[BrH:18].